This data is from Catalyst prediction with 721,799 reactions and 888 catalyst types from USPTO. The task is: Predict which catalyst facilitates the given reaction. (1) Reactant: [CH3:1][O:2][CH2:3][C@@H:4]([O:6][C:7]1[CH:8]=[C:9]([C:24]2[NH:28][C:27]([C:29]3[O:30][CH2:31][C@@H:32]([C@@H:34]([OH:36])[CH3:35])[N:33]=3)=[CH:26][CH:25]=2)[CH:10]=[C:11]([O:13][Si](C(C)C)(C(C)C)C(C)C)[CH:12]=1)[CH3:5].[F-].C([N+](CCCC)(CCCC)CCCC)CCC.[Cl-].[NH4+]. Product: [OH:36][C@H:34]([C@@H:32]1[CH2:31][O:30][C:29]([C:27]2[NH:28][C:24]([C:9]3[CH:10]=[C:11]([OH:13])[CH:12]=[C:7]([O:6][C@@H:4]([CH3:5])[CH2:3][O:2][CH3:1])[CH:8]=3)=[CH:25][CH:26]=2)=[N:33]1)[CH3:35]. The catalyst class is: 7. (2) Reactant: [Br:1][C:2]1[CH:7]=[C:6]([Cl:8])[C:5]([F:9])=[CH:4][C:3]=1[OH:10].C(=O)([O-])[O-].[Cs+].[Cs+].[CH2:17](Br)[C:18]1[CH:23]=[CH:22][CH:21]=[CH:20][CH:19]=1. Product: [CH2:17]([O:10][C:3]1[CH:4]=[C:5]([F:9])[C:6]([Cl:8])=[CH:7][C:2]=1[Br:1])[C:18]1[CH:23]=[CH:22][CH:21]=[CH:20][CH:19]=1. The catalyst class is: 163. (3) Reactant: [O:1]([C:8]1[C:9]([NH:21][C:22]2[S:26][N:25]=[C:24]([CH:27]3[CH2:32][CH2:31][NH:30][CH2:29][CH2:28]3)[N:23]=2)=[N:10][CH:11]=[C:12]([S:14][C:15]2[CH:20]=[CH:19][CH:18]=[CH:17][N:16]=2)[CH:13]=1)[C:2]1[CH:7]=[CH:6][CH:5]=[CH:4][CH:3]=1.N1C=CC=CC=1.C(O)(=O)C.[O-:43][C:44]#[N:45].[K+].[ClH:47]. Product: [ClH:47].[ClH:47].[O:1]([C:8]1[C:9]([NH:21][C:22]2[S:26][N:25]=[C:24]([CH:27]3[CH2:32][CH2:31][N:30]([C:44]([NH2:45])=[O:43])[CH2:29][CH2:28]3)[N:23]=2)=[N:10][CH:11]=[C:12]([S:14][C:15]2[CH:20]=[CH:19][CH:18]=[CH:17][N:16]=2)[CH:13]=1)[C:2]1[CH:7]=[CH:6][CH:5]=[CH:4][CH:3]=1. The catalyst class is: 34. (4) The catalyst class is: 13. Reactant: C(OC([N:8]1[CH2:12][CH2:11][CH:10]([NH:13][C:14](=[O:16])[CH3:15])[CH2:9]1)=O)(C)(C)C.[ClH:17]. Product: [ClH:17].[NH:8]1[CH2:12][CH2:11][CH:10]([NH:13][C:14](=[O:16])[CH3:15])[CH2:9]1. (5) Reactant: [NH:1]1[C:5]2[CH:6]=[CH:7][CH:8]=[CH:9][C:4]=2[N:3]=[C:2]1[C:10]([N:12]([CH2:30][CH:31]([CH3:33])[CH3:32])[C@@H:13]1[CH2:18][N:17]([C:19]([O:21][C:22]([CH3:25])([CH3:24])[CH3:23])=[O:20])[CH2:16][C@H:15]([C:26]([O:28][CH3:29])=[O:27])[CH2:14]1)=[O:11].CS(O[CH2:39][CH2:40][CH2:41][CH2:42][O:43][CH3:44])(=O)=O.C(=O)([O-])[O-].[Cs+].[Cs+]. Product: [CH3:44][O:43][CH2:42][CH2:41][CH2:40][CH2:39][N:1]1[C:5]2[CH:6]=[CH:7][CH:8]=[CH:9][C:4]=2[N:3]=[C:2]1[C:10]([N:12]([CH2:30][CH:31]([CH3:33])[CH3:32])[C@@H:13]1[CH2:18][N:17]([C:19]([O:21][C:22]([CH3:23])([CH3:24])[CH3:25])=[O:20])[CH2:16][C@H:15]([C:26]([O:28][CH3:29])=[O:27])[CH2:14]1)=[O:11]. The catalyst class is: 44. (6) Reactant: [CH2:1]([OH:3])[CH3:2].Cl[S:5]([OH:8])(=[O:7])=[O:6].Cl[Si:10]([CH3:13])([CH3:12])[CH3:11]. Product: [S:5]([O:8][Si:10]([CH3:13])([CH3:12])[CH3:11])([O:3][CH2:1][CH3:2])(=[O:7])=[O:6]. The catalyst class is: 4. (7) Reactant: [N:1]1[CH:6]=[CH:5][CH:4]=[CH:3][C:2]=1[C:7]1[C:8]([NH2:13])=[N:9][NH:10][C:11]=1[NH2:12].[N:14]1[CH:19]=[CH:18][C:17]([CH:20]([CH:23]=O)[CH:21]=O)=[CH:16][CH:15]=1. Product: [N:1]1[CH:6]=[CH:5][CH:4]=[CH:3][C:2]=1[C:7]1[C:11]([NH2:12])=[N:10][N:9]2[CH:23]=[C:20]([C:17]3[CH:18]=[CH:19][N:14]=[CH:15][CH:16]=3)[CH:21]=[N:13][C:8]=12. The catalyst class is: 212. (8) Reactant: [CH3:1][C:2]1[N:3]([CH2:32][C:33]([O:35]CC)=[O:34])[C:4]2[CH2:5][CH2:6][C:7]([CH3:31])([CH3:30])[CH2:8][C:9]=2[C:10]=1[CH2:11][C:12]1[N:13]([S:21]([C:24]2[CH:29]=[CH:28][CH:27]=[CH:26][CH:25]=2)(=[O:23])=[O:22])[C:14]2[C:19]([CH:20]=1)=[CH:18][CH:17]=[CH:16][CH:15]=2.[OH-].[Na+].Cl. Product: [CH3:1][C:2]1[N:3]([CH2:32][C:33]([OH:35])=[O:34])[C:4]2[CH2:5][CH2:6][C:7]([CH3:31])([CH3:30])[CH2:8][C:9]=2[C:10]=1[CH2:11][C:12]1[N:13]([S:21]([C:24]2[CH:25]=[CH:26][CH:27]=[CH:28][CH:29]=2)(=[O:23])=[O:22])[C:14]2[C:19]([CH:20]=1)=[CH:18][CH:17]=[CH:16][CH:15]=2. The catalyst class is: 30. (9) Reactant: Cl[C:2]1[N:7]=[C:6]([NH:8][CH:9]2[CH2:26][CH2:25][C:12]3([CH2:17][CH2:16][N:15]([C:18]([O:20][C:21]([CH3:24])([CH3:23])[CH3:22])=[O:19])[CH2:14][CH2:13]3)[CH2:11][CH2:10]2)[C:5]([Cl:27])=[CH:4][N:3]=1.Cl.[CH3:29][N:30]1[CH:34]=[C:33]([NH2:35])[CH:32]=[N:31]1.CCN(C(C)C)C(C)C. Product: [Cl:27][C:5]1[C:6]([NH:8][CH:9]2[CH2:26][CH2:25][C:12]3([CH2:17][CH2:16][N:15]([C:18]([O:20][C:21]([CH3:22])([CH3:23])[CH3:24])=[O:19])[CH2:14][CH2:13]3)[CH2:11][CH2:10]2)=[N:7][C:2]([NH:35][C:33]2[CH:32]=[N:31][N:30]([CH3:29])[CH:34]=2)=[N:3][CH:4]=1. The catalyst class is: 114.